Dataset: Reaction yield outcomes from USPTO patents with 853,638 reactions. Task: Predict the reaction yield, written as a fraction of the theoretical maximum amount of product (1.0 means a 100% yield; for example, 0.34 means a 34% yield). (1) The reactants are [C:16]1([B:15](O[B:15]([C:22]2[CH:27]=[CH:26][CH:25]=[CH:24][CH:23]=2)[C:16]2[CH:21]=[CH:20][CH:19]=[CH:18][CH:17]=2)[C:22]2[CH:23]=[CH:24][CH:25]=[CH:26][CH:27]=2)[CH:21]=[CH:20][CH:19]=[CH:18][CH:17]=1.[C:28]1([C:34]2[NH:38][N:37]=[C:36]([C:39]3[CH:44]=[CH:43][CH:42]=[CH:41][N:40]=3)[CH:35]=2)[CH:33]=[CH:32][CH:31]=[CH:30][CH:29]=1. The catalyst is C1(C)C=CC=CC=1. The product is [C:22]1([B:15]([C:16]2[CH:17]=[CH:18][CH:19]=[CH:20][CH:21]=2)[N:37]2[C:36]([C:39]3[CH:44]=[CH:43][CH:42]=[CH:41][N:40]=3)=[CH:35][C:34]([C:28]3[CH:33]=[CH:32][CH:31]=[CH:30][CH:29]=3)=[N:38]2)[CH:23]=[CH:24][CH:25]=[CH:26][CH:27]=1. The yield is 0.960. (2) The reactants are [CH3:1][NH:2][CH:3]1[CH2:8][CH2:7][CH:6]([O:9][C:10]2[C:21]3[C:20]4[C@@H:19]([CH2:22][CH2:23][OH:24])[CH2:18][CH2:17][C:16]=4[S:15][C:14]=3[N:13]=[CH:12][N:11]=2)[CH2:5][CH2:4]1.Cl[CH2:26][C:27]([N:29]1[CH2:33][CH2:32][CH2:31][CH2:30]1)=[O:28].C(=O)([O-])[O-].[K+].[K+]. The catalyst is CN(C=O)C.C(Cl)Cl. The product is [OH:24][CH2:23][CH2:22][C@H:19]1[CH2:18][CH2:17][C:16]2[S:15][C:14]3[N:13]=[CH:12][N:11]=[C:10]([O:9][CH:6]4[CH2:5][CH2:4][CH:3]([N:2]([CH3:1])[CH2:26][C:27]([N:29]5[CH2:33][CH2:32][CH2:31][CH2:30]5)=[O:28])[CH2:8][CH2:7]4)[C:21]=3[C:20]1=2. The yield is 0.820. (3) The reactants are [CH3:1][NH:2][CH3:3].[H-].[Na+].[Cl:6][C:7]1[CH:12]=[C:11]([CH2:13]Cl)[CH:10]=[C:9]([Cl:15])[C:8]=1[C:16]1[NH:17][C:18]2[C:24]3[CH:25]=[CH:26][N:27]=[CH:28][C:23]=3[NH:22][C:21]3[N:29]=[CH:30][CH:31]=[CH:32][C:20]=3[C:19]=2[N:33]=1. The catalyst is CN(C)C=O.CO. The product is [Cl:6][C:7]1[CH:12]=[C:11]([CH2:13][N:2]([CH3:3])[CH3:1])[CH:10]=[C:9]([Cl:15])[C:8]=1[C:16]1[NH:17][C:18]2[C:24]3[CH:25]=[CH:26][N:27]=[CH:28][C:23]=3[NH:22][C:21]3[N:29]=[CH:30][CH:31]=[CH:32][C:20]=3[C:19]=2[N:33]=1. The yield is 0.310. (4) The reactants are [N+:1]([O-:4])(O)=[O:2].S(=O)(=O)(O)O.[CH3:10][O:11][C:12](=[O:27])[C:13]1[CH:18]=[CH:17][C:16]([C:19]([F:22])([F:21])[F:20])=[CH:15][C:14]=1[NH:23]C(=O)C. No catalyst specified. The product is [CH3:10][O:11][C:12](=[O:27])[C:13]1[CH:18]=[C:17]([N+:1]([O-:4])=[O:2])[C:16]([C:19]([F:22])([F:21])[F:20])=[CH:15][C:14]=1[NH2:23]. The yield is 0.0500. (5) The catalyst is C(O)C.O.O1CCOCC1.O.CCOCC. The yield is 0.870. The reactants are [C:1]([N:5]1[C:9]([CH3:10])=[C:8]([C:11]([O:13]CC)=[O:12])[CH:7]=[N:6]1)([CH3:4])([CH3:3])[CH3:2].O.[OH-].[Li+].Cl. The product is [C:1]([N:5]1[C:9]([CH3:10])=[C:8]([C:11]([OH:13])=[O:12])[CH:7]=[N:6]1)([CH3:4])([CH3:2])[CH3:3]. (6) The reactants are Cl[C:2]1[C:3]([NH2:9])=[N:4][CH:5]=[N:6][C:7]=1Cl.[O:10]([C:17]1[CH:22]=[CH:21][C:20](B(O)O)=[CH:19][CH:18]=1)[C:11]1[CH:16]=[CH:15][CH:14]=[CH:13][CH:12]=1.[NH2:26][CH2:27][C:28]1([F:41])[CH2:33][CH2:32][N:31]([C:34]([O:36]C(C)(C)C)=O)[CH2:30][CH2:29]1.Cl.[CH3:43][N:44]([CH3:51])[CH2:45]/[CH:46]=[CH:47]/C(O)=O. No catalyst specified. The product is [NH2:9][C:3]1[N:4]=[CH:5][N:6]=[C:7]([NH:26][CH2:27][C:28]2([F:41])[CH2:29][CH2:30][N:31]([C:34](=[O:36])/[CH:47]=[CH:46]/[CH2:45][N:44]([CH3:51])[CH3:43])[CH2:32][CH2:33]2)[C:2]=1[C:20]1[CH:21]=[CH:22][C:17]([O:10][C:11]2[CH:16]=[CH:15][CH:14]=[CH:13][CH:12]=2)=[CH:18][CH:19]=1. The yield is 0.159.